The task is: Predict the reaction yield, written as a fraction of the theoretical maximum amount of product (1.0 means a 100% yield; for example, 0.34 means a 34% yield).. This data is from Reaction yield outcomes from USPTO patents with 853,638 reactions. (1) The reactants are [O:1]=[C:2]([CH2:10][CH2:11][CH2:12][CH2:13][C:14]1[CH:23]=[CH:22][C:21]2[CH2:20][CH2:19][CH2:18][NH:17][C:16]=2[N:15]=1)[CH2:3]P(=O)(OC)OC.[F:24][C:25]1[CH:26]=[C:27]2[C:32](=[CH:33][CH:34]=1)[N:31]=[CH:30][C:29]([CH:35]=O)=[CH:28]2.[Li+].[Cl-].C1CCN2C(=NCCC2)CC1. The catalyst is CC#N. The product is [F:24][C:25]1[CH:26]=[C:27]2[C:32](=[CH:33][CH:34]=1)[N:31]=[CH:30][C:29](/[CH:35]=[CH:3]/[C:2](=[O:1])[CH2:10][CH2:11][CH2:12][CH2:13][C:14]1[CH:23]=[CH:22][C:21]3[CH2:20][CH2:19][CH2:18][NH:17][C:16]=3[N:15]=1)=[CH:28]2. The yield is 0.960. (2) The reactants are Br[C:2]1[CH:9]=[CH:8][C:5]([C:6]#[N:7])=[CH:4][C:3]=1[Cl:10].[Cl-].[C:12]([O:16][C:17](=[O:20])[CH2:18][Zn+])([CH3:15])([CH3:14])[CH3:13].C1(P(C2CCCCC2)C2C=CC=CC=2C2C(N(C)C)=CC=CC=2)CCCCC1. The catalyst is C1COCC1.C1C=CC(/C=C/C(/C=C/C2C=CC=CC=2)=O)=CC=1.C1C=CC(/C=C/C(/C=C/C2C=CC=CC=2)=O)=CC=1.[Pd]. The product is [Cl:10][C:3]1[CH:4]=[C:5]([C:6]#[N:7])[CH:8]=[CH:9][C:2]=1[CH2:18][C:17]([O:16][C:12]([CH3:15])([CH3:14])[CH3:13])=[O:20]. The yield is 0.390. (3) The reactants are [C:1]1([C@@H:7]2[CH2:9][C@H:8]2[NH:10][CH2:11][CH:12]2[CH2:17][CH2:16][N:15](C(OC(C)(C)C)=O)[CH2:14][CH2:13]2)[CH:6]=[CH:5][CH:4]=[CH:3][CH:2]=1.C(=O)([O-])[O-].[K+].[K+].IC. The product is [C:1]1([C@@H:7]2[CH2:9][C@H:8]2[NH:10][CH2:11][CH:12]2[CH2:17][CH2:16][NH:15][CH2:14][CH2:13]2)[CH:2]=[CH:3][CH:4]=[CH:5][CH:6]=1. The catalyst is C(#N)C.CN(C)C=O. The yield is 0.134.